From a dataset of Forward reaction prediction with 1.9M reactions from USPTO patents (1976-2016). Predict the product of the given reaction. (1) Given the reactants [Br:1][C:2]1[CH:7]=[C:6]([C:8]([F:11])([F:10])[F:9])[CH:5]=[CH:4][C:3]=1[C:12]1[C:21]2[C:16](=[CH:17][C:18]([S:22]([N:25](CC3C=CC(OC)=CC=3)[C:26]3[S:30][N:29]=[CH:28][N:27]=3)(=[O:24])=[O:23])=[CH:19][CH:20]=2)[CH:15]=[CH:14][N:13]=1.C(O)(C(F)(F)F)=O, predict the reaction product. The product is: [Br:1][C:2]1[CH:7]=[C:6]([C:8]([F:9])([F:10])[F:11])[CH:5]=[CH:4][C:3]=1[C:12]1[C:21]2[C:16](=[CH:17][C:18]([S:22]([NH:25][C:26]3[S:30][N:29]=[CH:28][N:27]=3)(=[O:23])=[O:24])=[CH:19][CH:20]=2)[CH:15]=[CH:14][N:13]=1. (2) Given the reactants [CH3:1][C:2]([C:5]1[CH:6]=[C:7]([S:16][C:17]([S:20][C:21]2[CH:26]=[C:25]([C:27]([CH3:30])([CH3:29])[CH3:28])[C:24]([OH:31])=[C:23]([C:32]([CH3:35])([CH3:34])[CH3:33])[CH:22]=2)([CH3:19])[CH3:18])[CH:8]=[C:9]([C:12]([CH3:15])([CH3:14])[CH3:13])[C:10]=1[OH:11])([CH3:4])[CH3:3].[C:36]([O:40][CH2:41][CH2:42][CH2:43][CH2:44]O)(=[O:39])[CH:37]=[CH2:38].C1(P(C2C=CC=CC=2)C2C=CC=CC=2)C=CC=CC=1.N(C(OCC)=O)=NC(OCC)=O, predict the reaction product. The product is: [C:36]([O:40][CH2:41][CH2:42][CH2:43][CH2:44][O:11][C:10]1[C:9]([C:12]([CH3:13])([CH3:14])[CH3:15])=[CH:8][C:7]([S:16][C:17]([S:20][C:21]2[CH:22]=[C:23]([C:32]([CH3:35])([CH3:34])[CH3:33])[C:24]([OH:31])=[C:25]([C:27]([CH3:30])([CH3:29])[CH3:28])[CH:26]=2)([CH3:18])[CH3:19])=[CH:6][C:5]=1[C:2]([CH3:1])([CH3:3])[CH3:4])(=[O:39])[CH:37]=[CH2:38]. (3) Given the reactants CC(=CC)C.OP([O-])(O)=O.[Na+].Cl([O-])(=O)(=O)=[O:13].[Na+].[CH:18]1([CH2:21][O:22][C:23]2[CH:24]=[C:25]([C:29]3[C:37]4[C:32](=[CH:33][CH:34]=[C:35]([CH2:38][CH:39]=[O:40])[CH:36]=4)[N:31]([CH2:41][C:42]4[CH:47]=[CH:46][CH:45]=[C:44]([O:48][CH3:49])[CH:43]=4)[C:30]=3[C:50]([O:52][CH2:53][CH3:54])=[O:51])[CH:26]=[CH:27][CH:28]=2)[CH2:20][CH2:19]1, predict the reaction product. The product is: [CH:18]1([CH2:21][O:22][C:23]2[CH:24]=[C:25]([C:29]3[C:37]4[C:32](=[CH:33][CH:34]=[C:35]([CH2:38][C:39]([OH:13])=[O:40])[CH:36]=4)[N:31]([CH2:41][C:42]4[CH:47]=[CH:46][CH:45]=[C:44]([O:48][CH3:49])[CH:43]=4)[C:30]=3[C:50]([O:52][CH2:53][CH3:54])=[O:51])[CH:26]=[CH:27][CH:28]=2)[CH2:20][CH2:19]1. (4) Given the reactants N[C:2]1[CH:7]=[C:6]([C:8](=[O:10])[NH2:9])[N:5]=[C:4]([CH:11]2[CH2:16][CH2:15][N:14]([C:17]([O:19][C:20]([CH3:23])([CH3:22])[CH3:21])=[O:18])[CH2:13][CH2:12]2)[CH:3]=1.[CH3:24]C(O)=O.C=O.[BH3-][C:31]#[N:32].[Na+], predict the reaction product. The product is: [C:8]([C:6]1[N:5]=[C:4]([CH:11]2[CH2:16][CH2:15][N:14]([C:17]([O:19][C:20]([CH3:23])([CH3:22])[CH3:21])=[O:18])[CH2:13][CH2:12]2)[CH:3]=[C:2]([N:32]([CH3:31])[CH3:24])[CH:7]=1)(=[O:10])[NH2:9].